This data is from Forward reaction prediction with 1.9M reactions from USPTO patents (1976-2016). The task is: Predict the product of the given reaction. (1) Given the reactants [C@@H]1([N:9]2[C:19]3[N:18]=[C:16]([NH2:17])[NH:15][C:13](=O)[C:12]=3[N:11]=[CH:10]2)O[C@H](CO)[C@@H](O)C1.FC(F)(F)C(OC(=O)C(F)(F)F)=O.C(N)C[NH2:35], predict the reaction product. The product is: [NH2:17][C:16]1[N:18]=[C:19]2[C:12]([NH:11][CH:10]=[N:9]2)=[C:13]([NH2:35])[N:15]=1. (2) Given the reactants C(C1C2C=CC=CC=2C(=O)OC=1N[C@H](C1C=CC=CC=1)CC)(=O)C.C(OC(C)(C)C)(=O)NN.C(OC(=O)[NH:40][N:41]1[C:50]([CH3:51])=[C:49]([C:52](=[O:63])[NH:53][C@H:54]([C:57]2[CH:62]=[CH:61][CH:60]=[CH:59][CH:58]=2)[CH2:55][CH3:56])[C:48]2[C:43](=[CH:44][CH:45]=[CH:46][CH:47]=2)[C:42]1=[O:64])(C)(C)C.C(=O)=O, predict the reaction product. The product is: [C:57]1([C@@H:54]([NH:53][C:52]([C:49]2[C:48]3[C:43](=[CH:44][CH:45]=[CH:46][CH:47]=3)[C:42](=[O:64])[N:41]([NH2:40])[C:50]=2[CH3:51])=[O:63])[CH2:55][CH3:56])[CH:62]=[CH:61][CH:60]=[CH:59][CH:58]=1. (3) Given the reactants Cl[C:2]1[CH:7]=[C:6]([NH2:8])[C:5]([C:9]2[CH2:10][CH2:11][S:12][CH2:13][CH:14]=2)=[CH:4][N:3]=1.[NH:15]1[CH2:20][CH2:19][O:18][CH2:17][CH2:16]1, predict the reaction product. The product is: [S:12]1[CH2:13][CH:14]=[C:9]([C:5]2[C:6]([NH2:8])=[CH:7][C:2]([N:15]3[CH2:20][CH2:19][O:18][CH2:17][CH2:16]3)=[N:3][CH:4]=2)[CH2:10][CH2:11]1. (4) The product is: [F:26][C:23]1[CH:22]=[CH:21][C:20]([C:8]2([C:5]3[CH:4]=[CH:3][C:2]([F:1])=[CH:7][CH:6]=3)[O:12][C:11](=[O:13])[N:10]([CH2:28][C:29]([O:31][CH2:32][CH3:33])=[O:30])[C@H:9]2[C:14]2[CH:19]=[CH:18][CH:17]=[CH:16][CH:15]=2)=[CH:25][CH:24]=1. Given the reactants [F:1][C:2]1[CH:7]=[CH:6][C:5]([C:8]2([C:20]3[CH:25]=[CH:24][C:23]([F:26])=[CH:22][CH:21]=3)[O:12][C:11](=[O:13])[NH:10][C@H:9]2[C:14]2[CH:19]=[CH:18][CH:17]=[CH:16][CH:15]=2)=[CH:4][CH:3]=1.Br[CH2:28][C:29]([O:31][CH2:32][CH3:33])=[O:30].[H-].[Na+], predict the reaction product. (5) Given the reactants [F:1][C:2]1[CH:7]=[CH:6][C:5]([C:8]2[C:12]([CH3:13])=[CH:11][NH:10][C:9]=2[C:14]([O:16][CH2:17][CH3:18])=[O:15])=[CH:4][CH:3]=1.[H-].[Na+].[CH2:21](Br)[C:22]1[CH:27]=[CH:26][CH:25]=[CH:24][CH:23]=1, predict the reaction product. The product is: [CH2:21]([N:10]1[CH:11]=[C:12]([CH3:13])[C:8]([C:5]2[CH:6]=[CH:7][C:2]([F:1])=[CH:3][CH:4]=2)=[C:9]1[C:14]([O:16][CH2:17][CH3:18])=[O:15])[C:22]1[CH:27]=[CH:26][CH:25]=[CH:24][CH:23]=1. (6) Given the reactants C(OC([NH:8][CH:9]1[CH2:14][CH2:13][N:12]([C:15]2[CH:20]=[N:19][CH:18]=[CH:17][N:16]=2)[CH:11](C)[CH2:10]1)=O)(C)(C)C.F[C:23](F)(F)C(O)=O, predict the reaction product. The product is: [NH2:8][C:9]1([CH3:23])[CH2:10][CH2:11][N:12]([C:15]2[CH:20]=[N:19][CH:18]=[CH:17][N:16]=2)[CH2:13][CH2:14]1. (7) Given the reactants Br[C:2]1[CH:7]=[CH:6][C:5]([CH:8]([C:21]2[CH:26]=[CH:25][CH:24]=[CH:23][C:22]=2[CH3:27])[CH2:9]/[C:10](/[C:13]2[CH:14]=[CH:15][C:16](=[O:20])[N:17]([CH3:19])[CH:18]=2)=[N:11]\[OH:12])=[C:4]([F:28])[CH:3]=1.[F:29][C:30]1[CH:31]=[C:32](B(O)O)[CH:33]=[CH:34][C:35]=1[C:36]([O:38][CH3:39])=[O:37].O.C(=O)([O-])[O-].[Na+].[Na+], predict the reaction product. The product is: [CH3:39][O:38][C:36]([C:35]1[CH:34]=[CH:33][C:32]([C:2]2[CH:7]=[CH:6][C:5]([CH:8]([C:21]3[CH:26]=[CH:25][CH:24]=[CH:23][C:22]=3[CH3:27])[CH2:9]/[C:10](=[N:11]\[OH:12])/[C:13]3[CH:14]=[CH:15][C:16](=[O:20])[N:17]([CH3:19])[CH:18]=3)=[C:4]([F:28])[CH:3]=2)=[CH:31][C:30]=1[F:29])=[O:37]. (8) Given the reactants [F:1][C:2]1[CH:11]=[CH:10][C:5]([C:6]([NH:8][CH3:9])=[O:7])=[CH:4][C:3]=1[C:12]1[C:20]2[C:15](=[CH:16][CH:17]=[C:18]([C:21]3[O:22][C:23]([NH:26][CH:27]([CH3:29])[CH3:28])=[N:24][N:25]=3)[CH:19]=2)[N:14](S(C2C=CC(C)=CC=2)(=O)=O)[CH:13]=1.[OH-].[Na+], predict the reaction product. The product is: [F:1][C:2]1[CH:11]=[CH:10][C:5]([C:6]([NH:8][CH3:9])=[O:7])=[CH:4][C:3]=1[C:12]1[C:20]2[C:15](=[CH:16][CH:17]=[C:18]([C:21]3[O:22][C:23]([NH:26][CH:27]([CH3:29])[CH3:28])=[N:24][N:25]=3)[CH:19]=2)[NH:14][CH:13]=1.